From a dataset of Forward reaction prediction with 1.9M reactions from USPTO patents (1976-2016). Predict the product of the given reaction. (1) Given the reactants O1CCCC1.[O:6]([C:13]1[CH:14]=[C:15]([CH2:19][C:20](Cl)=[N:21][OH:22])[CH:16]=[CH:17][CH:18]=1)[C:7]1[CH:12]=[CH:11][CH:10]=[CH:9][CH:8]=1.[C:24]([C:26]1[C:27]([NH2:33])=[N:28][C:29]([NH2:32])=[CH:30][CH:31]=1)#[CH:25].C(N(CC)CC)C, predict the reaction product. The product is: [O:6]([C:13]1[CH:14]=[C:15]([CH:16]=[CH:17][CH:18]=1)[CH2:19][C:20]1[CH:25]=[C:24]([C:26]2[C:27]([NH2:33])=[N:28][C:29]([NH2:32])=[CH:30][CH:31]=2)[O:22][N:21]=1)[C:7]1[CH:12]=[CH:11][CH:10]=[CH:9][CH:8]=1. (2) Given the reactants [C:1]([C:4]1[CH:8]=[CH:7][S:6]C=1)(=O)[CH3:2].[S:9]1[CH:13]=[CH:12][C:11]([C:14]([CH2:16][C:17]#[N:18])=[O:15])=[CH:10]1.[C:19]1(=O)CCCCC1.N1CCOCC1.[S], predict the reaction product. The product is: [NH2:18][C:17]1[S:6][C:7]2[CH2:8][CH2:4][CH2:1][CH2:2][C:19]=2[C:16]=1[C:14]([C:11]1[CH:12]=[CH:13][S:9][CH:10]=1)=[O:15]. (3) Given the reactants Br[CH2:2][C:3]1[CH:12]=[CH:11][C:6]([C:7]([O:9][CH3:10])=[O:8])=[CH:5][CH:4]=1.[CH3:13][C@@H:14]1[CH2:18][O:17][C:16](=[O:19])[NH:15]1, predict the reaction product. The product is: [CH3:13][C@@H:14]1[CH2:18][O:17][C:16](=[O:19])[N:15]1[CH2:2][C:3]1[CH:12]=[CH:11][C:6]([C:7]([O:9][CH3:10])=[O:8])=[CH:5][CH:4]=1. (4) Given the reactants [Br:1][C:2]1[CH:7]=[CH:6][C:5]([C:8](=[O:10])[CH3:9])=[CH:4][CH:3]=1.[CH3:11][Mg]Br, predict the reaction product. The product is: [Br:1][C:2]1[CH:7]=[CH:6][C:5]([C:8]([OH:10])([CH3:11])[CH3:9])=[CH:4][CH:3]=1. (5) Given the reactants [F:1][C:2]1[CH:3]=[C:4]([I:11])[C:5]2[N:9]=[CH:8][NH:7][C:6]=2[CH:10]=1.[C:12](O[C:12]([O:14][C:15]([CH3:18])([CH3:17])[CH3:16])=[O:13])([O:14][C:15]([CH3:18])([CH3:17])[CH3:16])=[O:13].CN(C1C=CC=CN=1)C, predict the reaction product. The product is: [C:15]([O:14][C:12]([N:7]1[C:6]2[CH:10]=[C:2]([F:1])[CH:3]=[C:4]([I:11])[C:5]=2[N:9]=[CH:8]1)=[O:13])([CH3:18])([CH3:17])[CH3:16].